This data is from NCI-60 drug combinations with 297,098 pairs across 59 cell lines. The task is: Regression. Given two drug SMILES strings and cell line genomic features, predict the synergy score measuring deviation from expected non-interaction effect. (1) Drug 1: C1=CC=C(C=C1)NC(=O)CCCCCCC(=O)NO. Cell line: 786-0. Drug 2: COC1=C2C(=CC3=C1OC=C3)C=CC(=O)O2. Synergy scores: CSS=7.26, Synergy_ZIP=-1.14, Synergy_Bliss=2.90, Synergy_Loewe=-2.39, Synergy_HSA=1.80. (2) Drug 1: CC1=C(C=C(C=C1)NC2=NC=CC(=N2)N(C)C3=CC4=NN(C(=C4C=C3)C)C)S(=O)(=O)N.Cl. Drug 2: C(CC(=O)O)C(=O)CN.Cl. Cell line: NCIH23. Synergy scores: CSS=4.74, Synergy_ZIP=-3.24, Synergy_Bliss=-3.59, Synergy_Loewe=-3.46, Synergy_HSA=-3.21.